From a dataset of Reaction yield outcomes from USPTO patents with 853,638 reactions. Predict the reaction yield, written as a fraction of the theoretical maximum amount of product (1.0 means a 100% yield; for example, 0.34 means a 34% yield). (1) The reactants are FC(F)(F)S(O[C:7]1[C:8]([CH3:13])=[N:9][CH:10]=[CH:11][CH:12]=1)(=O)=O.[CH3:16][Si:17]([C:20]#[CH:21])([CH3:19])[CH3:18].C(N(CC)CC)C. The catalyst is CN(C)C=O.C1C=CC(P(C2C=CC=CC=2)C2C=CC=CC=2)=CC=1.C1C=CC(P(C2C=CC=CC=2)C2C=CC=CC=2)=CC=1.Cl[Pd]Cl.[Cu]I. The product is [CH3:13][C:8]1[C:7]([C:21]#[C:20][Si:17]([CH3:19])([CH3:18])[CH3:16])=[CH:12][CH:11]=[CH:10][N:9]=1. The yield is 0.841. (2) The reactants are [CH2:1]([O:5][C:6]1[CH:15]=[CH:14][C:9]([C:10]([O:12]C)=[O:11])=[CH:8][C:7]=1[N+:16]([O-:18])=[O:17])[CH:2]([CH3:4])[CH3:3].[OH-].[Na+]. The catalyst is CO.C1COCC1. The product is [CH2:1]([O:5][C:6]1[CH:15]=[CH:14][C:9]([C:10]([OH:12])=[O:11])=[CH:8][C:7]=1[N+:16]([O-:18])=[O:17])[CH:2]([CH3:4])[CH3:3]. The yield is 0.980.